This data is from Reaction yield outcomes from USPTO patents with 853,638 reactions. The task is: Predict the reaction yield, written as a fraction of the theoretical maximum amount of product (1.0 means a 100% yield; for example, 0.34 means a 34% yield). (1) The reactants are Br[C:2]1[C:3]([NH2:9])=[N:4][CH:5]=[C:6]([CH3:8])[N:7]=1.[CH2:10]([O:12][C:13]([N:15]=[C:16]=[S:17])=[O:14])[CH3:11].C1(C)C=CC=CC=1. The catalyst is CO. The product is [CH3:8][C:6]1[N:7]=[C:2]2[S:17][C:16]([NH:15][C:13](=[O:14])[O:12][CH2:10][CH3:11])=[N:9][C:3]2=[N:4][CH:5]=1. The yield is 0.631. (2) The reactants are C[O:2][C:3]([C:5]1[C:20]([NH:21][C:22]2[CH:27]=[CH:26][C:25]([Br:28])=[CH:24][C:23]=2[Cl:29])=[C:19]([F:30])[C:8]2[N:9]=[CH:10][N:11]([CH2:12][CH:13]3[CH2:18][CH2:17][CH2:16][CH2:15][O:14]3)[C:7]=2[CH:6]=1)=[O:4].O1CCCC1.O.[Li+].[OH-]. The catalyst is O.Cl.C(OCC)(=O)C.O1CCCC1. The product is [Br:28][C:25]1[CH:26]=[CH:27][C:22]([NH:21][C:20]2[C:5]([C:3]([OH:4])=[O:2])=[CH:6][C:7]3[N:11]([CH2:12][CH:13]4[CH2:18][CH2:17][CH2:16][CH2:15][O:14]4)[CH:10]=[N:9][C:8]=3[C:19]=2[F:30])=[C:23]([Cl:29])[CH:24]=1. The yield is 1.00. (3) The reactants are [OH-].[Na+].[N:3]1([C:9]2[CH:10]=[C:11]([CH:17]=[C:18]([N+:20]([O-:22])=[O:21])[CH:19]=2)[C:12]([O:14]CC)=[O:13])[CH2:8][CH2:7][O:6][CH2:5][CH2:4]1.O.Cl. The catalyst is CO.C1COCC1. The yield is 0.760. The product is [N:3]1([C:9]2[CH:10]=[C:11]([CH:17]=[C:18]([N+:20]([O-:22])=[O:21])[CH:19]=2)[C:12]([OH:14])=[O:13])[CH2:8][CH2:7][O:6][CH2:5][CH2:4]1. (4) The reactants are [CH:1]([C:4]1[CH:5]=[CH:6][C:7]2[C:12]([NH:13][C:14]3[CH:19]=[C:18]([C:20](=[O:33])[NH:21][C@H:22]([C:27]4[CH:32]=[CH:31][CH:30]=[CH:29][CH:28]=4)[C:23]([F:26])([F:25])[F:24])[CH:17]=[CH:16][C:15]=3[S:34][C:35]3[CH:40]=[CH:39][C:38]([NH:41]C(=O)OC(C)(C)C)=[CH:37][CH:36]=3)=[N:11][CH:10]=[N:9][C:8]=2[N:49]=1)([CH3:3])[CH3:2].C(OC(=O)NC1C=CC(SC2C=CC(C(=O)N[C@H](C3C=CC=CC=3)C)=CC=2NC2C3C=CC(C(C)C)=NC=3N=CN=2)=CC=1)(C)(C)C. No catalyst specified. The product is [NH2:41][C:38]1[CH:39]=[CH:40][C:35]([S:34][C:15]2[CH:16]=[CH:17][C:18]([C:20]([NH:21][C@H:22]([C:27]3[CH:28]=[CH:29][CH:30]=[CH:31][CH:32]=3)[C:23]([F:24])([F:25])[F:26])=[O:33])=[CH:19][C:14]=2[NH:13][C:12]2[C:7]3[CH:6]=[CH:5][C:4]([CH:1]([CH3:3])[CH3:2])=[N:49][C:8]=3[N:9]=[CH:10][N:11]=2)=[CH:36][CH:37]=1. The yield is 0.880. (5) The reactants are CC1(C)[O:6][C@@H:5]([CH2:7][N:8]2[C:16]3[C:11](=[CH:12][CH:13]=[CH:14][CH:15]=3)[C:10]3([C:28]4[C:19](=[CH:20][C:21]5[O:26][CH2:25][CH2:24][O:23][C:22]=5[CH:27]=4)[O:18][CH2:17]3)[C:9]2=[O:29])[CH2:4][O:3]1. The catalyst is C(O)(=O)C.O. The product is [OH:6][C@H:5]([CH2:4][OH:3])[CH2:7][N:8]1[C:16]2[C:11](=[CH:12][CH:13]=[CH:14][CH:15]=2)[C:10]2([C:28]3[C:19](=[CH:20][C:21]4[O:26][CH2:25][CH2:24][O:23][C:22]=4[CH:27]=3)[O:18][CH2:17]2)[C:9]1=[O:29]. The yield is 0.990. (6) The yield is 0.260. The reactants are C[O:2][C:3]([C:5]1[CH:14]=[C:13]([O:15][CH2:16][C:17](=[O:31])[N:18]([CH2:25][C:26]([O:28]CC)=[O:27])[C:19]2[CH:24]=[CH:23][CH:22]=[CH:21][CH:20]=2)[C:12]2[C:7](=[CH:8][C:9]([Cl:33])=[CH:10][C:11]=2[Cl:32])[CH:6]=1)=[O:4].[Li+].[OH-]. The product is [C:26]([CH2:25][N:18]([C:19]1[CH:24]=[CH:23][CH:22]=[CH:21][CH:20]=1)[C:17]([CH2:16][O:15][C:13]1[C:12]2[C:7](=[CH:8][C:9]([Cl:33])=[CH:10][C:11]=2[Cl:32])[CH:6]=[C:5]([C:3]([OH:4])=[O:2])[CH:14]=1)=[O:31])([OH:28])=[O:27]. No catalyst specified. (7) The reactants are [C:1]1([C:7]2[CH:12]=[C:11](C3C=CC=CC=3)[N:10]=[C:9]([O:19][CH2:20][CH2:21][CH2:22][CH2:23][CH2:24][O:25][C:26]3[C:27]([CH2:39][CH2:40][C:41]([O:43][CH3:44])=[O:42])=[C:28]([CH:36]=[CH:37][CH:38]=3)[O:29][CH2:30][CH2:31][CH2:32][C:33](O)=[O:34])[CH:8]=2)[CH:6]=[CH:5][CH:4]=[CH:3][CH:2]=1.CCN(C(C)C)C(C)C.CN(C(ON1N=N[C:64]2[CH:65]=[CH:66][CH:67]=[CH:68][C:63]1=2)=[N+](C)C)C.F[P-](F)(F)(F)(F)F.[NH2:78][CH2:79][CH2:80][CH2:81][CH2:82][CH:83]([NH:98][C:99]([O:101][C:102]([CH3:105])([CH3:104])[CH3:103])=[O:100])[C:84]([NH:86][CH2:87][CH:88]([OH:97])[CH:89]([OH:96])[CH:90]([OH:95])[CH:91]([OH:94])[CH2:92][OH:93])=[O:85]. The catalyst is CN(C=O)C. The product is [C:102]([O:101][C:99]([NH:98][CH:83]([C:84](=[O:85])[NH:86][CH2:87][CH:88]([OH:97])[CH:89]([OH:96])[CH:90]([OH:95])[CH:91]([OH:94])[CH2:92][OH:93])[CH2:82][CH2:81][CH2:80][CH2:79][NH:78][C:33]([CH2:32][CH2:31][CH2:30][O:29][C:28]1[C:27]([CH2:39][CH2:40][C:41]([O:43][CH3:44])=[O:42])=[C:26]([O:25][CH2:24][CH2:23][CH2:22][CH2:21][CH2:20][O:19][C:9]2[CH:8]=[C:7]([C:1]3[CH:2]=[CH:3][CH:4]=[CH:5][CH:6]=3)[CH:12]=[C:11]([C:63]3[CH:64]=[CH:65][CH:66]=[CH:67][CH:68]=3)[N:10]=2)[CH:38]=[CH:37][CH:36]=1)=[O:34])=[O:100])([CH3:105])([CH3:104])[CH3:103]. The yield is 0.585. (8) The reactants are [CH3:1][C:2]([C:4]([O:6][CH2:7][CH2:8][OH:9])=[O:5])=[CH2:3].N1C=CC=CC=1.[C:16](Cl)(=[O:21])[O:17][CH:18]([Cl:20])[CH3:19]. The catalyst is CCOCC. The product is [CH3:3][C:2]([C:4]([O:6][CH2:7][CH2:8][OH:9])=[O:5])=[CH2:1].[C:16](=[O:21])([O-:5])[O:17][CH:18]([Cl:20])[CH3:19]. The yield is 1.00.